This data is from Full USPTO retrosynthesis dataset with 1.9M reactions from patents (1976-2016). The task is: Predict the reactants needed to synthesize the given product. (1) Given the product [F:1][C:2]1[CH:3]=[CH:4][C:5]([N:8]2[C:16]3[C:11](=[CH:12][C:13]([O:17][C@H:18]([C:22]4[CH:27]=[CH:26][CH:25]=[C:24]([O:28][CH3:29])[CH:23]=4)[C@@H:19]([NH:21][C:36]([C:32]4[N:31]([CH3:30])[CH:35]=[CH:34][CH:33]=4)=[O:37])[CH3:20])=[CH:14][CH:15]=3)[CH:10]=[N:9]2)=[CH:6][CH:7]=1, predict the reactants needed to synthesize it. The reactants are: [F:1][C:2]1[CH:7]=[CH:6][C:5]([N:8]2[C:16]3[C:11](=[CH:12][C:13]([O:17][C@H:18]([C:22]4[CH:27]=[CH:26][CH:25]=[C:24]([O:28][CH3:29])[CH:23]=4)[C@@H:19]([NH2:21])[CH3:20])=[CH:14][CH:15]=3)[CH:10]=[N:9]2)=[CH:4][CH:3]=1.[CH3:30][N:31]1[CH:35]=[CH:34][CH:33]=[C:32]1[C:36](O)=[O:37]. (2) The reactants are: [CH3:1][C:2]([C:12]1[C:20]2[O:19][CH2:18][CH2:17][C:16]=2[CH:15]=[CH:14][CH:13]=1)([CH3:11])[CH2:3][C:4]1([C:7]([F:10])([F:9])[F:8])[CH2:6][O:5]1.[CH3:21][O:22][C:23]1[CH:28]=[CH:27][C:26]([N:29]2[C:37]3[CH:36]=[CH:35][CH:34]=[C:33]([NH2:38])[C:32]=3[CH:31]=[N:30]2)=[CH:25][CH:24]=1. Given the product [O:19]1[C:20]2[C:12]([C:2]([CH3:1])([CH3:11])[CH2:3][C:4]([CH2:6][NH:38][C:33]3[CH:34]=[CH:35][CH:36]=[C:37]4[C:32]=3[CH:31]=[N:30][N:29]4[C:26]3[CH:27]=[CH:28][C:23]([O:22][CH3:21])=[CH:24][CH:25]=3)([OH:5])[C:7]([F:8])([F:9])[F:10])=[CH:13][CH:14]=[CH:15][C:16]=2[CH2:17][CH2:18]1, predict the reactants needed to synthesize it. (3) The reactants are: [CH3:1][N:2]1[C:9](=O)[CH2:8][N:7]([CH2:11][C:12]2[CH:17]=[CH:16][CH:15]=[CH:14][CH:13]=2)[C:6](=O)[C:3]21[CH2:5][CH2:4]2.Cl.[OH-].[Na+]. Given the product [CH3:1][N:2]1[CH2:9][CH2:8][N:7]([CH2:11][C:12]2[CH:17]=[CH:16][CH:15]=[CH:14][CH:13]=2)[CH2:6][C:3]21[CH2:4][CH2:5]2, predict the reactants needed to synthesize it.